From a dataset of Forward reaction prediction with 1.9M reactions from USPTO patents (1976-2016). Predict the product of the given reaction. (1) Given the reactants [CH3:1][C:2]1[N:11]=[CH:10][CH:9]=[C:8]2[C:3]=1[CH:4]=[C:5]([C:30]1[CH:35]=[CH:34][CH:33]=[CH:32][CH:31]=1)[C:6]([C:12]1[CH:17]=[CH:16][C:15]([C:18]3([NH:22][C:23](=[O:29])[O:24][C:25]([CH3:28])([CH3:27])[CH3:26])[CH2:21][CH2:20][CH2:19]3)=[CH:14][CH:13]=1)=[N:7]2.[Se](=O)=[O:37].O, predict the reaction product. The product is: [CH:1]([C:2]1[N:11]=[CH:10][CH:9]=[C:8]2[C:3]=1[CH:4]=[C:5]([C:30]1[CH:35]=[CH:34][CH:33]=[CH:32][CH:31]=1)[C:6]([C:12]1[CH:13]=[CH:14][C:15]([C:18]3([NH:22][C:23](=[O:29])[O:24][C:25]([CH3:28])([CH3:26])[CH3:27])[CH2:21][CH2:20][CH2:19]3)=[CH:16][CH:17]=1)=[N:7]2)=[O:37]. (2) Given the reactants [Cl:1][C:2]1[C:7]([O:8][CH2:9][O:10][CH3:11])=[CH:6][CH:5]=[C:4](I)[N:3]=1.[NH:13]1[CH2:18][CH2:17][O:16][CH2:15][CH2:14]1.N1CCC[C@H]1C(O)=O.C(=O)([O-])[O-].[K+].[K+], predict the reaction product. The product is: [Cl:1][C:2]1[N:3]=[C:4]([N:13]2[CH2:18][CH2:17][O:16][CH2:15][CH2:14]2)[CH:5]=[CH:6][C:7]=1[O:8][CH2:9][O:10][CH3:11]. (3) Given the reactants [Cl:1][C:2]1[CH:3]=[C:4]([N:12]2[CH2:17][CH2:16][NH:15][CH2:14][CH2:13]2)[CH:5]=[C:6]([C:8]([F:11])([F:10])[F:9])[CH:7]=1.[C:18]([O-])([O-])=O.[K+].[K+].[CH3:24][C:25]#N, predict the reaction product. The product is: [Cl:1][C:2]1[CH:3]=[C:4]([N:12]2[CH2:17][CH2:16][N:15]([CH2:18][CH2:25][CH3:24])[CH2:14][CH2:13]2)[CH:5]=[C:6]([C:8]([F:10])([F:11])[F:9])[CH:7]=1. (4) The product is: [CH3:38][C:19]1[CH:18]=[C:17]([CH3:39])[C:16]([C:14]2[NH:12][C:9]3[CH:10]=[N:11][C:6]([N:1]4[CH2:5][CH2:4][CH2:3][CH2:2]4)=[CH:7][C:8]=3[N:13]=2)=[CH:37][C:20]=1[C:21]([N:23]1[CH2:24][CH2:25][CH:26]([C:29]2[CH:36]=[CH:35][C:32]([C:33]#[N:34])=[CH:31][CH:30]=2)[CH2:27][CH2:28]1)=[O:22]. Given the reactants [N:1]1([C:6]2[N:11]=[CH:10][C:9]([NH2:12])=[C:8]([NH2:13])[CH:7]=2)[CH2:5][CH2:4][CH2:3][CH2:2]1.[CH:14]([C:16]1[C:17]([CH3:39])=[CH:18][C:19]([CH3:38])=[C:20]([CH:37]=1)[C:21]([N:23]1[CH2:28][CH2:27][CH:26]([C:29]2[CH:36]=[CH:35][C:32]([C:33]#[N:34])=[CH:31][CH:30]=2)[CH2:25][CH2:24]1)=[O:22])=O.S(S([O-])=O)([O-])(=O)=O.[Na+].[Na+].CN(C=O)C, predict the reaction product. (5) Given the reactants Br[CH2:2][CH2:3][C:4]([NH:6][C:7]1[CH:12]=[CH:11][C:10]([Cl:13])=[CH:9][CH:8]=1)=[O:5].[F:14][C:15]([F:29])([F:28])[C:16]1[CH:17]=[C:18]([CH:21]=[C:22]([C:24]([F:27])([F:26])[F:25])[CH:23]=1)[CH2:19][NH2:20].[OH-].[Na+], predict the reaction product. The product is: [F:14][C:15]([F:28])([F:29])[C:16]1[CH:17]=[C:18]([CH:21]=[C:22]([C:24]([F:27])([F:25])[F:26])[CH:23]=1)[CH2:19][NH:20][CH2:2][CH2:3][C:4]([NH:6][C:7]1[CH:12]=[CH:11][C:10]([Cl:13])=[CH:9][CH:8]=1)=[O:5]. (6) Given the reactants [CH3:1][O:2][C:3](=[O:18])[CH:4]([C:11]1[CH:16]=[CH:15][C:14](I)=[CH:13][CH:12]=1)[CH2:5][CH:6]1[CH2:10][CH2:9][CH2:8][CH2:7]1.[N:19]1[CH:24]=[CH:23][CH:22]=[C:21](B(O)O)[CH:20]=1.C(=O)([O-])[O-].[Na+].[Na+], predict the reaction product. The product is: [CH3:1][O:2][C:3](=[O:18])[CH:4]([C:11]1[CH:16]=[CH:15][C:14]([C:21]2[CH:20]=[N:19][CH:24]=[CH:23][CH:22]=2)=[CH:13][CH:12]=1)[CH2:5][CH:6]1[CH2:10][CH2:9][CH2:8][CH2:7]1.